This data is from Reaction yield outcomes from USPTO patents with 853,638 reactions. The task is: Predict the reaction yield, written as a fraction of the theoretical maximum amount of product (1.0 means a 100% yield; for example, 0.34 means a 34% yield). (1) The yield is 0.920. The reactants are [O:1]1[C:6]2[CH:7]=[CH:8][C:9]([CH:11]=O)=[CH:10][C:5]=2[O:4][CH2:3][CH2:2]1.[CH3:13][O:14][C:15]([C@H:17]1[CH2:22][CH2:21][C@H:20]([NH2:23])[CH2:19][CH2:18]1)=[O:16].C(O)(=O)C.C([BH3-])#N.[Na+]. The product is [CH3:13][O:14][C:15]([C@H:17]1[CH2:22][CH2:21][C@H:20]([NH:23][CH2:11][C:9]2[CH:8]=[CH:7][C:6]3[O:1][CH2:2][CH2:3][O:4][C:5]=3[CH:10]=2)[CH2:19][CH2:18]1)=[O:16]. The catalyst is ClCCCl.CO. (2) The reactants are [Cl:1][C:2]1[CH:7]=[CH:6][C:5]([OH:8])=[CH:4][C:3]=1[I:9].[Si:10](Cl)([C:13]([CH3:16])([CH3:15])[CH3:14])([CH3:12])[CH3:11].N1C=CN=C1.CCOC(C)=O. The catalyst is CC1CCCO1. The product is [C:13]([Si:10]([O:8][C:5]1[CH:6]=[CH:7][C:2]([Cl:1])=[C:3]([I:9])[CH:4]=1)([CH3:12])[CH3:11])([CH3:16])([CH3:15])[CH3:14]. The yield is 0.300.